From a dataset of Reaction yield outcomes from USPTO patents with 853,638 reactions. Predict the reaction yield, written as a fraction of the theoretical maximum amount of product (1.0 means a 100% yield; for example, 0.34 means a 34% yield). (1) The reactants are Br[C:2]1[S:6][C:5]([CH2:7][OH:8])=[N:4][N:3]=1.[F:9][C:10]1[CH:15]=[CH:14][C:13](B(O)O)=[CH:12][CH:11]=1.C([O-])([O-])=O.[Na+].[Na+]. The catalyst is C1(C)C=CC=CC=1.C(O)C.C1C=CC([P]([Pd]([P](C2C=CC=CC=2)(C2C=CC=CC=2)C2C=CC=CC=2)([P](C2C=CC=CC=2)(C2C=CC=CC=2)C2C=CC=CC=2)[P](C2C=CC=CC=2)(C2C=CC=CC=2)C2C=CC=CC=2)(C2C=CC=CC=2)C2C=CC=CC=2)=CC=1. The product is [F:9][C:10]1[CH:15]=[CH:14][C:13]([C:2]2[S:6][C:5]([CH2:7][OH:8])=[N:4][N:3]=2)=[CH:12][CH:11]=1. The yield is 0.650. (2) The reactants are [C:1]1([S:7]([N:10]2[C:22]3[CH:21]=[CH:20][CH:19]=[C:18]([O:23]C(=O)C)[C:17]=3[C:16]3[C:11]2=[CH:12][CH:13]=[CH:14][CH:15]=3)(=[O:9])=[O:8])[CH:6]=[CH:5][CH:4]=[CH:3][CH:2]=1.[OH-].[Na+]. The catalyst is CO. The product is [C:1]1([S:7]([N:10]2[C:22]3[CH:21]=[CH:20][CH:19]=[C:18]([OH:23])[C:17]=3[C:16]3[C:11]2=[CH:12][CH:13]=[CH:14][CH:15]=3)(=[O:9])=[O:8])[CH:2]=[CH:3][CH:4]=[CH:5][CH:6]=1. The yield is 0.990. (3) The reactants are [CH3:1][O:2][CH:3]1[CH2:6][N:5]([CH2:7][C:8]2[CH:9]=[CH:10][C:11]([NH2:14])=[N:12][CH:13]=2)[CH2:4]1.Br[C:16]1[C:17](=[O:24])[N:18]([CH3:23])[N:19]=[C:20]([Cl:22])[CH:21]=1.CC1(C)C2C(=C(P(C3C=CC=CC=3)C3C=CC=CC=3)C=CC=2)OC2C(P(C3C=CC=CC=3)C3C=CC=CC=3)=CC=CC1=2.C(=O)([O-])[O-].[Cs+].[Cs+]. The catalyst is C1C=CC(/C=C/C(/C=C/C2C=CC=CC=2)=O)=CC=1.C1C=CC(/C=C/C(/C=C/C2C=CC=CC=2)=O)=CC=1.C1C=CC(/C=C/C(/C=C/C2C=CC=CC=2)=O)=CC=1.[Pd].[Pd]. The product is [Cl:22][C:20]1[CH:21]=[C:16]([NH:14][C:11]2[CH:10]=[CH:9][C:8]([CH2:7][N:5]3[CH2:6][CH:3]([O:2][CH3:1])[CH2:4]3)=[CH:13][N:12]=2)[C:17](=[O:24])[N:18]([CH3:23])[N:19]=1. The yield is 0.637. (4) The reactants are [F:1][C:2]1[CH:3]=[N:4][CH:5]=[C:6]([CH:10]=1)[C:7]([NH2:9])=O.COC1C=CC(P2(SP(C3C=CC(OC)=CC=3)(=S)S2)=[S:20])=CC=1. The catalyst is ClCCCl. The product is [F:1][C:2]1[CH:10]=[C:6]([C:7](=[S:20])[NH2:9])[CH:5]=[N:4][CH:3]=1. The yield is 0.490. (5) The reactants are Br[C:2]1[S:6][C:5]([S:7]([NH:10][C@H:11]([CH2:15][C:16]2[C:24]3[C:19](=[CH:20][CH:21]=[CH:22][CH:23]=3)[NH:18][CH:17]=2)[C:12]([OH:14])=[O:13])(=[O:9])=[O:8])=[CH:4][CH:3]=1.[C:25]1([CH3:33])[CH:30]=[CH:29][C:28]([C:31]#[CH:32])=[CH:27][CH:26]=1.C(N(CC)CC)C. The catalyst is CN(C=O)C.C(OCC)(=O)C.[Cu]I. The product is [NH:18]1[C:19]2[C:24](=[CH:23][CH:22]=[CH:21][CH:20]=2)[C:16]([CH2:15][C@@H:11]([NH:10][S:7]([C:5]2[S:6][C:2]([C:32]#[C:31][C:28]3[CH:29]=[CH:30][C:25]([CH3:33])=[CH:26][CH:27]=3)=[CH:3][CH:4]=2)(=[O:9])=[O:8])[C:12]([OH:14])=[O:13])=[CH:17]1. The yield is 0.550. (6) The reactants are C(Cl)Cl.[N+:4]([C:7]1[CH:12]=[CH:11][CH:10]=[CH:9][C:8]=1B(O)O)([O-:6])=[O:5].[CH2:16]([O:23][C:24]1[CH:25]=[CH:26][C:27](Br)=[N:28][CH:29]=1)[C:17]1[CH:22]=[CH:21][CH:20]=[CH:19][CH:18]=1.C(=O)([O-])[O-].[K+].[K+]. The catalyst is CN(C=O)C.[Cu]I.O. The product is [CH2:16]([O:23][C:24]1[CH:25]=[CH:26][C:27]([C:8]2[CH:9]=[CH:10][CH:11]=[CH:12][C:7]=2[N+:4]([O-:6])=[O:5])=[N:28][CH:29]=1)[C:17]1[CH:18]=[CH:19][CH:20]=[CH:21][CH:22]=1. The yield is 0.517. (7) The reactants are [CH3:1][S:2][C:3]1[CH:4]=[C:5]2[C:10](=[CH:11][CH:12]=1)[NH:9][CH:8]=[N:7][C:6]2=O.P(Cl)(Cl)(Cl)=O.ClC1C2C(=CC=C(SC)C=2)N=CN=1.C(=O)([O-])[O-].[K+].[K+].[NH2:38][C:39]1[CH:40]=[C:41]([OH:46])[CH:42]=[CH:43][C:44]=1[CH3:45]. The catalyst is CN1C(=O)CCC1.C1(C)C=CC=CC=1. The product is [CH3:45][C:44]1[CH:43]=[CH:42][C:41]([OH:46])=[CH:40][C:39]=1[NH:38][C:6]1[C:5]2[C:10](=[CH:11][CH:12]=[C:3]([S:2][CH3:1])[CH:4]=2)[N:9]=[CH:8][N:7]=1. The yield is 0.399. (8) The reactants are [F:1][C:2]1[CH:27]=[CH:26][C:5]([O:6][CH2:7][CH:8]2[CH2:12][CH2:11][CH:10]([C:13]#[C:14][CH2:15][CH2:16][O:17]C(C3CCCCO3)=O)[O:9]2)=[CH:4][CH:3]=1. The catalyst is CO. The product is [F:1][C:2]1[CH:27]=[CH:26][C:5]([O:6][CH2:7][CH:8]2[CH2:12][CH2:11][CH:10]([C:13]#[C:14][CH2:15][CH2:16][OH:17])[O:9]2)=[CH:4][CH:3]=1. The yield is 0.930. (9) The reactants are Br[C:2]1[N:3]([CH3:18])[C:4]2[C:9]([C:10]=1[CH2:11][CH2:12][C:13]([O:15][CH3:16])=[O:14])=[CH:8][C:7]([Cl:17])=[CH:6][CH:5]=2.[F:19][C:20]1[CH:25]=[CH:24][C:23](B(O)O)=[CH:22][CH:21]=1.C(=O)([O-])[O-].[K+].[K+]. The catalyst is C(COC)OC.[Pd].C1(P(C2C=CC=CC=2)C2C=CC=CC=2)C=CC=CC=1.C1(P(C2C=CC=CC=2)C2C=CC=CC=2)C=CC=CC=1.C1(P(C2C=CC=CC=2)C2C=CC=CC=2)C=CC=CC=1.C1(P(C2C=CC=CC=2)C2C=CC=CC=2)C=CC=CC=1. The product is [Cl:17][C:7]1[CH:8]=[C:9]2[C:4](=[CH:5][CH:6]=1)[N:3]([CH3:18])[C:2]([C:23]1[CH:24]=[CH:25][C:20]([F:19])=[CH:21][CH:22]=1)=[C:10]2[CH2:11][CH2:12][C:13]([O:15][CH3:16])=[O:14]. The yield is 0.920. (10) The reactants are [Na+].[C:2]1([CH3:11])[CH:7]=[CH:6][C:5]([S:8]([O-:10])=[O:9])=[CH:4][CH:3]=1.[CH2:12]([C:16](=[CH2:19])[CH:17]=[O:18])[CH2:13][CH2:14][CH3:15]. The catalyst is C(O)(=O)C.O. The product is [CH3:11][C:2]1[CH:7]=[CH:6][C:5]([S:8]([CH2:19][CH:16]([CH2:12][CH2:13][CH2:14][CH3:15])[CH:17]=[O:18])(=[O:10])=[O:9])=[CH:4][CH:3]=1. The yield is 0.750.